This data is from Forward reaction prediction with 1.9M reactions from USPTO patents (1976-2016). The task is: Predict the product of the given reaction. (1) Given the reactants [OH:1][C:2]1[CH:7]=[CH:6][C:5]([CH2:8][C:9]([NH:11][C:12]2[CH:17]=[CH:16][CH:15]=[C:14](I)[CH:13]=2)=[O:10])=[CH:4][C:3]=1[O:19][CH3:20].[C:21]([C:23]1[CH:28]=[CH:27][CH:26]=[CH:25][CH:24]=1)#[CH:22].C(N(CC)CC)C, predict the reaction product. The product is: [OH:1][C:2]1[CH:7]=[CH:6][C:5]([CH2:8][C:9]([NH:11][C:12]2[CH:17]=[CH:16][CH:15]=[C:14]([C:22]#[C:21][C:23]3[CH:28]=[CH:27][CH:26]=[CH:25][CH:24]=3)[CH:13]=2)=[O:10])=[CH:4][C:3]=1[O:19][CH3:20]. (2) Given the reactants Br[C:2]1[C:3](=[O:19])[N:4]([CH2:10][C:11]2[CH:16]=[CH:15][C:14]([O:17][CH3:18])=[CH:13][CH:12]=2)[N:5]=[C:6]([CH2:8][OH:9])[CH:7]=1.[CH2:20]([OH:27])[C:21]1[CH:26]=[CH:25][CH:24]=[CH:23][CH:22]=1.[OH-].[K+], predict the reaction product. The product is: [CH2:20]([O:27][C:2]1[C:3](=[O:19])[N:4]([CH2:10][C:11]2[CH:16]=[CH:15][C:14]([O:17][CH3:18])=[CH:13][CH:12]=2)[N:5]=[C:6]([CH2:8][OH:9])[CH:7]=1)[C:21]1[CH:26]=[CH:25][CH:24]=[CH:23][CH:22]=1. (3) Given the reactants [CH:1]([N:4]1[C:9](=[O:10])[CH:8]=[CH:7][C:6]([C:11]2[S:15][C:14]([NH:16][CH2:17][CH2:18][CH2:19][N:20]3[CH2:25][CH2:24][O:23][CH2:22][CH2:21]3)=[N:13][C:12]=2[C:26]2[CH:31]=[CH:30][CH:29]=[CH:28][CH:27]=2)=[N:5]1)([CH3:3])[CH3:2].[ClH:32], predict the reaction product. The product is: [ClH:32].[ClH:32].[CH:1]([N:4]1[C:9](=[O:10])[CH:8]=[CH:7][C:6]([C:11]2[S:15][C:14]([NH:16][CH2:17][CH2:18][CH2:19][N:20]3[CH2:25][CH2:24][O:23][CH2:22][CH2:21]3)=[N:13][C:12]=2[C:26]2[CH:31]=[CH:30][CH:29]=[CH:28][CH:27]=2)=[N:5]1)([CH3:3])[CH3:2].